The task is: Predict the reactants needed to synthesize the given product.. This data is from Full USPTO retrosynthesis dataset with 1.9M reactions from patents (1976-2016). Given the product [C:16]([SiH2:20][O:10][C:35]([CH3:36])([CH3:37])[C:34]1([CH2:42][CH:41]=[O:40])[CH2:4][CH2:3][CH2:2]1)([CH3:19])([CH3:18])[CH3:17], predict the reactants needed to synthesize it. The reactants are: O[CH2:2][C:3]1(CO)CC[CH2:4]1.S(Cl)(Cl)=[O:10].[C-]#N.[Na+].[C:16]([Si:20](C)(C)Cl)([CH3:19])([CH3:18])[CH3:17].N1C=CN=C1.[CH3:34][CH:35]([CH2:37][AlH][CH2:34][CH:35]([CH3:37])[CH3:36])[CH3:36].C([O:40][CH2:41][CH3:42])C.